From a dataset of NCI-60 drug combinations with 297,098 pairs across 59 cell lines. Regression. Given two drug SMILES strings and cell line genomic features, predict the synergy score measuring deviation from expected non-interaction effect. (1) Drug 1: C1=NC2=C(N1)C(=S)N=CN2. Drug 2: COC1=C2C(=CC3=C1OC=C3)C=CC(=O)O2. Cell line: UACC-257. Synergy scores: CSS=19.0, Synergy_ZIP=-4.54, Synergy_Bliss=2.33, Synergy_Loewe=-6.62, Synergy_HSA=0.486. (2) Drug 1: CC1=CC2C(CCC3(C2CCC3(C(=O)C)OC(=O)C)C)C4(C1=CC(=O)CC4)C. Drug 2: CCC1=C2CN3C(=CC4=C(C3=O)COC(=O)C4(CC)O)C2=NC5=C1C=C(C=C5)O. Cell line: NCI-H226. Synergy scores: CSS=25.9, Synergy_ZIP=4.67, Synergy_Bliss=7.06, Synergy_Loewe=-25.2, Synergy_HSA=2.39. (3) Drug 1: CN1CCC(CC1)COC2=C(C=C3C(=C2)N=CN=C3NC4=C(C=C(C=C4)Br)F)OC. Drug 2: CN(C)C1=NC(=NC(=N1)N(C)C)N(C)C. Cell line: SK-MEL-2. Synergy scores: CSS=-0.737, Synergy_ZIP=1.84, Synergy_Bliss=2.84, Synergy_Loewe=-2.45, Synergy_HSA=-1.03. (4) Drug 1: CC1=CC2C(CCC3(C2CCC3(C(=O)C)OC(=O)C)C)C4(C1=CC(=O)CC4)C. Drug 2: CCCCC(=O)OCC(=O)C1(CC(C2=C(C1)C(=C3C(=C2O)C(=O)C4=C(C3=O)C=CC=C4OC)O)OC5CC(C(C(O5)C)O)NC(=O)C(F)(F)F)O. Cell line: OVCAR3. Synergy scores: CSS=-1.21, Synergy_ZIP=1.10, Synergy_Bliss=2.29, Synergy_Loewe=-0.791, Synergy_HSA=-0.275. (5) Drug 1: C1CCC(C1)C(CC#N)N2C=C(C=N2)C3=C4C=CNC4=NC=N3. Drug 2: C1=CC(=CC=C1CCCC(=O)O)N(CCCl)CCCl. Cell line: U251. Synergy scores: CSS=26.3, Synergy_ZIP=-2.30, Synergy_Bliss=-1.89, Synergy_Loewe=-5.74, Synergy_HSA=-1.31. (6) Cell line: NCI-H322M. Drug 2: C1=NNC2=C1C(=O)NC=N2. Drug 1: C1CN1C2=NC(=NC(=N2)N3CC3)N4CC4. Synergy scores: CSS=1.33, Synergy_ZIP=-1.42, Synergy_Bliss=0.949, Synergy_Loewe=0.390, Synergy_HSA=1.00. (7) Drug 1: C1CC(=O)NC(=O)C1N2CC3=C(C2=O)C=CC=C3N. Drug 2: C(CN)CNCCSP(=O)(O)O. Cell line: SF-539. Synergy scores: CSS=0.550, Synergy_ZIP=-1.19, Synergy_Bliss=-2.88, Synergy_Loewe=-5.24, Synergy_HSA=-3.88.